This data is from Catalyst prediction with 721,799 reactions and 888 catalyst types from USPTO. The task is: Predict which catalyst facilitates the given reaction. Reactant: [N:1]1[CH:2]=[CH:3][N:4]2[CH2:9][CH2:8][NH:7][CH2:6][C:5]=12.[C:10](O[C:10]([O:12][C:13]([CH3:16])([CH3:15])[CH3:14])=[O:11])([O:12][C:13]([CH3:16])([CH3:15])[CH3:14])=[O:11]. Product: [N:1]1[CH:2]=[CH:3][N:4]2[CH2:9][CH2:8][N:7]([C:10]([O:12][C:13]([CH3:16])([CH3:15])[CH3:14])=[O:11])[CH2:6][C:5]=12. The catalyst class is: 2.